Predict the product of the given reaction. From a dataset of Forward reaction prediction with 1.9M reactions from USPTO patents (1976-2016). (1) Given the reactants [CH3:1][Mg]Br.[CH3:4][C:5]1([CH3:16])[O:9][C@H:8]2[O:10][C@H:11]([C@H:13]3[CH2:15][O:14]3)[CH2:12][C@H:7]2[O:6]1.[NH4+].[Cl-], predict the reaction product. The product is: [CH3:4][C:5]1([CH3:16])[O:9][C@H:8]2[O:10][C@H:11]([C@H:13]([OH:14])[CH2:15][CH3:1])[CH2:12][C@H:7]2[O:6]1. (2) The product is: [S:1]1[C:5]([CH2:6][CH:7]([OH:8])[C:13]#[CH:14])=[CH:4][C:3]2[CH:9]=[CH:10][CH:11]=[CH:12][C:2]1=2. Given the reactants [S:1]1[C:5]([CH2:6][CH:7]=[O:8])=[CH:4][C:3]2[CH:9]=[CH:10][CH:11]=[CH:12][C:2]1=2.[C:13]([Mg]Br)#[CH:14].[NH4+].[Cl-], predict the reaction product. (3) Given the reactants [NH2:1][C:2]1[C:6]2[C:7]([Cl:19])=[CH:8][C:9]([NH:11]C(=O)OC(C)(C)C)=[CH:10][C:5]=2[O:4][N:3]=1, predict the reaction product. The product is: [ClH:19].[Cl:19][C:7]1[C:6]2[C:2]([NH2:1])=[N:3][O:4][C:5]=2[CH:10]=[C:9]([NH2:11])[CH:8]=1. (4) Given the reactants [NH:1]1[CH:5]=[CH:4][N:3]=[N:2]1.C[Si]([N-][Si](C)(C)C)(C)C.[Li+].Br[CH2:17][C:18]1[CH:23]=[CH:22][C:21]([CH2:24][N:25]2[CH:29]=[CH:28][C:27]([NH:30][C:31](=[O:40])[C:32]3[C:37]([F:38])=[CH:36][CH:35]=[CH:34][C:33]=3[F:39])=[N:26]2)=[C:20]([C:41]([F:44])([F:43])[F:42])[CH:19]=1, predict the reaction product. The product is: [F:38][C:37]1[CH:36]=[CH:35][CH:34]=[C:33]([F:39])[C:32]=1[C:31]([NH:30][C:27]1[CH:28]=[CH:29][N:25]([CH2:24][C:21]2[CH:22]=[CH:23][C:18]([CH2:17][N:2]3[N:3]=[CH:4][CH:5]=[N:1]3)=[CH:19][C:20]=2[C:41]([F:42])([F:43])[F:44])[N:26]=1)=[O:40]. (5) Given the reactants [NH2:1][C@@H:2]1[CH2:9][C@H:5]2[O:6][CH2:7][CH2:8][C@@:4]2([C:10]([N:12]2[CH2:17][CH2:16][N:15]([C:18]([O:20][CH2:21][C:22]3[CH:27]=[CH:26][CH:25]=[CH:24][CH:23]=3)=[O:19])[CH2:14][CH2:13]2)=[O:11])[CH2:3]1.[CH3:28][O:29][C@H:30]1[C:35](=O)[CH2:34][CH2:33][O:32][CH2:31]1, predict the reaction product. The product is: [CH3:28][O:29][C@H:30]1[C@@H:35]([NH:1][C@@H:2]2[CH2:9][C@H:5]3[O:6][CH2:7][CH2:8][C@@:4]3([C:10]([N:12]3[CH2:13][CH2:14][N:15]([C:18]([O:20][CH2:21][C:22]4[CH:23]=[CH:24][CH:25]=[CH:26][CH:27]=4)=[O:19])[CH2:16][CH2:17]3)=[O:11])[CH2:3]2)[CH2:34][CH2:33][O:32][CH2:31]1. (6) Given the reactants C(OC([N:6]1[CH2:11][CH2:10][C:9](=[C:12]2[C:18]3[CH:19]=[CH:20][C:21]([Cl:23])=[CH:22][C:17]=3[C:16]([Br:24])=[CH:15][C:14]3[CH:25]=[CH:26][CH:27]=[CH:28][C:13]2=3)[CH2:8][CH2:7]1)=O)C.Cl.[OH-].[Na+].[C:43]([O:42][C:40](O[C:40]([O:42][C:43]([CH3:46])([CH3:45])[CH3:44])=[O:41])=[O:41])([CH3:46])([CH3:45])[CH3:44], predict the reaction product. The product is: [C:43]([O:42][C:40]([N:6]1[CH2:11][CH2:10][C:9](=[C:12]2[C:18]3[CH:19]=[CH:20][C:21]([Cl:23])=[CH:22][C:17]=3[C:16]([Br:24])=[CH:15][C:14]3[CH:25]=[CH:26][CH:27]=[CH:28][C:13]2=3)[CH2:8][CH2:7]1)=[O:41])([CH3:44])([CH3:45])[CH3:46]. (7) Given the reactants [NH:1]1[CH:5]=[CH:4][C:3]([C:6]2[C:15]3[C:10](=[CH:11][CH:12]=[CH:13][CH:14]=3)[N:9]=[CH:8][CH:7]=2)=[N:2]1.[CH3:16][C:17]1[O:21][N:20]=[C:19]([C:22]2[CH:23]=[C:24]([S:28](Cl)(=[O:30])=[O:29])[CH:25]=[CH:26][CH:27]=2)[N:18]=1, predict the reaction product. The product is: [CH3:16][C:17]1[O:21][N:20]=[C:19]([C:22]2[CH:23]=[C:24]([S:28]([N:1]3[CH:5]=[CH:4][C:3]([C:6]4[C:15]5[C:10](=[CH:11][CH:12]=[CH:13][CH:14]=5)[N:9]=[CH:8][CH:7]=4)=[N:2]3)(=[O:30])=[O:29])[CH:25]=[CH:26][CH:27]=2)[N:18]=1.